Dataset: Forward reaction prediction with 1.9M reactions from USPTO patents (1976-2016). Task: Predict the product of the given reaction. Given the reactants [Cl:1][C:2]1[CH:17]=[CH:16][C:5]([O:6][CH2:7][CH2:8][C@@H:9](OS(C)(=O)=O)[CH3:10])=[C:4]([O:18][C:19]2[CH:24]=[CH:23][CH:22]=[CH:21][CH:20]=2)[CH:3]=1.C[O:26][C:27](=[O:38])[CH2:28][CH2:29][C:30]1[CH:35]=[CH:34][C:33]([SH:36])=[CH:32][C:31]=1[CH3:37], predict the reaction product. The product is: [Cl:1][C:2]1[CH:17]=[CH:16][C:5]([O:6][CH2:7][CH2:8][CH:9]([S:36][C:33]2[CH:34]=[CH:35][C:30]([CH2:29][CH2:28][C:27]([OH:38])=[O:26])=[C:31]([CH3:37])[CH:32]=2)[CH3:10])=[C:4]([O:18][C:19]2[CH:20]=[CH:21][CH:22]=[CH:23][CH:24]=2)[CH:3]=1.